Dataset: Catalyst prediction with 721,799 reactions and 888 catalyst types from USPTO. Task: Predict which catalyst facilitates the given reaction. (1) Reactant: [CH3:1][C:2]([CH3:32])([CH3:31])[C:3](=[O:30])[CH2:4][O:5][C:6]1[CH:11]=[CH:10][C:9]([C:12]([C:17]2[CH:18]=[CH:19][C:20]3[O:24][C:23]([C:25](O)=[O:26])=[CH:22][C:21]=3[CH:28]=2)([CH2:15][CH3:16])[CH2:13][CH3:14])=[CH:8][C:7]=1[CH3:29].C(Cl)CCl.Cl.C[O:39][C:40](=[O:43])[CH2:41][NH2:42]. Product: [CH3:32][C:2]([CH3:1])([CH3:31])[C:3](=[O:30])[CH2:4][O:5][C:6]1[CH:11]=[CH:10][C:9]([C:12]([C:17]2[CH:18]=[CH:19][C:20]3[O:24][C:23]([C:25]([NH:42][CH2:41][C:40]([OH:39])=[O:43])=[O:26])=[CH:22][C:21]=3[CH:28]=2)([CH2:15][CH3:16])[CH2:13][CH3:14])=[CH:8][C:7]=1[CH3:29]. The catalyst class is: 64. (2) Reactant: C(Cl)CCl.[Cl:5][C:6]1[CH:7]=[CH:8][C:9]([CH:21]([NH:25][C:26]2[CH:31]=[CH:30][C:29]([O:32][CH3:33])=[CH:28][CH:27]=2)[CH:22]([F:24])[F:23])=[C:10]([CH:20]=1)[CH2:11][NH:12][C:13](=[O:19])[C@@H:14]1[CH2:18][CH2:17][CH2:16][NH:15]1.[C:34](O)(=[O:43])[C@@H:35]([CH:37]1[CH2:42][CH2:41][CH2:40][CH2:39][CH2:38]1)[OH:36].C1C=NC2N(O)N=NC=2C=1. Product: [Cl:5][C:6]1[CH:7]=[CH:8][C:9]([CH:21]([NH:25][C:26]2[CH:27]=[CH:28][C:29]([O:32][CH3:33])=[CH:30][CH:31]=2)[CH:22]([F:24])[F:23])=[C:10]([CH:20]=1)[CH2:11][NH:12][C:13](=[O:19])[C@@H:14]1[CH2:18][CH2:17][CH2:16][N:15]1[C:34](=[O:43])[C@@H:35]([CH:37]1[CH2:42][CH2:41][CH2:40][CH2:39][CH2:38]1)[OH:36]. The catalyst class is: 3. (3) The catalyst class is: 53. Product: [Br:31][CH2:14][C:10]1[C:11]([O:12][CH3:13])=[C:2]([Cl:1])[CH:3]=[C:4]2[C:9]=1[O:8][CH:7]([C:15]([F:18])([F:16])[F:17])[C:6]([C:19]([O:21][CH2:22][CH3:23])=[O:20])=[CH:5]2. Reactant: [Cl:1][C:2]1[CH:3]=[C:4]2[C:9](=[C:10]([CH3:14])[C:11]=1[O:12][CH3:13])[O:8][CH:7]([C:15]([F:18])([F:17])[F:16])[C:6]([C:19]([O:21][CH2:22][CH3:23])=[O:20])=[CH:5]2.C1C(=O)N([Br:31])C(=O)C1. (4) Product: [NH2:17][CH2:16][CH2:15][C@H:14]([C:12]1[S:13][C:9]([O:8][CH2:7][CH:1]2[CH2:6][CH2:5][CH2:4][CH2:3][CH2:2]2)=[CH:10][CH:11]=1)[OH:18]. Reactant: [CH:1]1([CH2:7][O:8][C:9]2[S:13][C:12]([C@H:14]([OH:18])[CH2:15][C:16]#[N:17])=[CH:11][CH:10]=2)[CH2:6][CH2:5][CH2:4][CH2:3][CH2:2]1. The catalyst class is: 28. (5) Reactant: [NH2:1][C:2]1[N:6]([CH:7]2[CH2:12][CH2:11][CH2:10][CH2:9][CH2:8]2)[N:5]=[CH:4][C:3]=1[C:13]([O:15]CC)=O.[N:18]1([C:24]#[N:25])[CH2:23][CH2:22][O:21][CH2:20][CH2:19]1.[H-].[Na+].Cl. Product: [CH:7]1([N:6]2[C:2]3[NH:1][C:24]([N:18]4[CH2:23][CH2:22][O:21][CH2:20][CH2:19]4)=[N:25][C:13](=[O:15])[C:3]=3[CH:4]=[N:5]2)[CH2:8][CH2:9][CH2:10][CH2:11][CH2:12]1. The catalyst class is: 132. (6) Reactant: [Cl:1][C:2]1[N:10]=[C:9]2[C:5]([N:6]=[C:7]([CH:12]=O)[N:8]2[CH3:11])=[C:4]([N:14]2[CH2:19][CH2:18][O:17][CH2:16][C@H:15]2[CH3:20])[N:3]=1.[NH:21]1[CH2:26][CH2:25][CH:24]([C:27]([OH:30])([CH3:29])[CH3:28])[CH2:23][CH2:22]1.C(O[BH-](OC(=O)C)OC(=O)C)(=O)C.[Na+]. Product: [Cl:1][C:2]1[N:10]=[C:9]2[C:5]([N:6]=[C:7]([CH2:12][N:21]3[CH2:26][CH2:25][CH:24]([C:27]([OH:30])([CH3:29])[CH3:28])[CH2:23][CH2:22]3)[N:8]2[CH3:11])=[C:4]([N:14]2[CH2:19][CH2:18][O:17][CH2:16][C@H:15]2[CH3:20])[N:3]=1. The catalyst class is: 26. (7) Reactant: [NH2:1][C:2]1[N:7]=[CH:6][C:5]([CH2:8][OH:9])=[CH:4][C:3]=1[Br:10]. Product: [NH2:1][C:2]1[C:3]([Br:10])=[CH:4][C:5]([CH:8]=[O:9])=[CH:6][N:7]=1. The catalyst class is: 784. (8) Reactant: [C:1]1([CH2:7][O:8][C:9](=[O:61])[N:10]([CH2:23][C:24]2[CH:29]=[CH:28][C:27]([C:30]([N:32]([CH2:47][C:48]3[N:49]([CH2:53][O:54][CH2:55][CH2:56][Si:57]([CH3:60])([CH3:59])[CH3:58])[CH:50]=[CH:51][N:52]=3)[CH2:33][C:34]3[N:35]([CH2:39][O:40][CH2:41][CH2:42][Si:43]([CH3:46])([CH3:45])[CH3:44])[CH:36]=[CH:37][N:38]=3)=[O:31])=[CH:26][CH:25]=2)[CH2:11][CH2:12][CH2:13][CH2:14][NH:15]C(OC(C)(C)C)=O)[CH:6]=[CH:5][CH:4]=[CH:3][CH:2]=1.FC(F)(F)C(O)=O. Product: [NH2:15][CH2:14][CH2:13][CH2:12][CH2:11][N:10]([CH2:23][C:24]1[CH:25]=[CH:26][C:27]([C:30]([N:32]([CH2:47][C:48]2[N:49]([CH2:53][O:54][CH2:55][CH2:56][Si:57]([CH3:59])([CH3:58])[CH3:60])[CH:50]=[CH:51][N:52]=2)[CH2:33][C:34]2[N:35]([CH2:39][O:40][CH2:41][CH2:42][Si:43]([CH3:45])([CH3:44])[CH3:46])[CH:36]=[CH:37][N:38]=2)=[O:31])=[CH:28][CH:29]=1)[C:9](=[O:61])[O:8][CH2:7][C:1]1[CH:6]=[CH:5][CH:4]=[CH:3][CH:2]=1. The catalyst class is: 4.